This data is from Forward reaction prediction with 1.9M reactions from USPTO patents (1976-2016). The task is: Predict the product of the given reaction. (1) Given the reactants [Cl:1][C:2]1[CH:3]=[CH:4][C:5]2[O:9][C:8]([CH:10]([NH:15][C:16]3[CH:24]=[CH:23][C:19](C(O)=O)=[CH:18][CH:17]=3)[CH2:11][CH:12]([CH3:14])[CH3:13])=[C:7]([CH3:25])[C:6]=2[CH:26]=1.CNC[CH2:30][C:31]([O:33][CH2:34][CH3:35])=[O:32].O.ON1C2C=CC=CC=2N=N1.Cl.C(N=C=NCCCN(C)C)C.Cl.[CH3:60][N:61]([CH3:64])[CH:62]=[O:63], predict the reaction product. The product is: [Cl:1][C:2]1[CH:3]=[CH:4][C:5]2[O:9][C:8]([CH:10]([NH:15][C:16]3[CH:24]=[CH:23][C:19]([C:62]([N:61]([CH3:64])[CH2:60][CH2:30][C:31]([O:33][CH2:34][CH3:35])=[O:32])=[O:63])=[CH:18][CH:17]=3)[CH2:11][CH:12]([CH3:13])[CH3:14])=[C:7]([CH3:25])[C:6]=2[CH:26]=1. (2) Given the reactants [OH-].[Na+].[Cl:3][C:4]1[CH:13]=[C:12]([S:14]C(OCC)=S)[CH:11]=[CH:10][C:5]=1[C:6]([O:8]C)=[O:7].Cl, predict the reaction product. The product is: [Cl:3][C:4]1[CH:13]=[C:12]([SH:14])[CH:11]=[CH:10][C:5]=1[C:6]([OH:8])=[O:7]. (3) Given the reactants [Cl:1][C:2]1[CH:3]=[C:4]([Mg]Br)[CH:5]=[CH:6][CH:7]=1.Cl[C:11]1[N:16]=[C:15](Cl)[N:14]=[C:13]([Cl:18])[N:12]=1.[ClH:19], predict the reaction product. The product is: [Cl:18][C:13]1[N:12]=[C:11]([C:4]2[CH:5]=[CH:6][CH:7]=[C:2]([Cl:1])[CH:3]=2)[N:16]=[C:15]([C:2]2[CH:3]=[CH:4][CH:5]=[C:6]([Cl:19])[CH:7]=2)[N:14]=1. (4) The product is: [C:1]([O:5][C:6]([N:8]1[CH2:13][CH2:12][CH:11]([N:14]2[CH:18]=[C:17]([C:19]3[CH:20]=[N:21][C:22]([NH2:34])=[C:23]([C:38]4[N:37]=[C:36]([CH3:35])[C:45]5[C:40]([CH:39]=4)=[CH:41][CH:42]=[CH:43][CH:44]=5)[CH:24]=3)[CH:16]=[N:15]2)[CH2:10][CH2:9]1)=[O:7])([CH3:3])([CH3:4])[CH3:2]. Given the reactants [C:1]([O:5][C:6]([N:8]1[CH2:13][CH2:12][CH:11]([N:14]2[CH:18]=[C:17]([C:19]3[CH:20]=[N:21][C:22]([NH2:34])=[C:23](B4OC(C)(C)C(C)(C)O4)[CH:24]=3)[CH:16]=[N:15]2)[CH2:10][CH2:9]1)=[O:7])([CH3:4])([CH3:3])[CH3:2].[CH3:35][C:36]1[C:45]2[C:40](=[CH:41][CH:42]=[CH:43][CH:44]=2)[CH:39]=[C:38](OS(C(F)(F)F)(=O)=O)[N:37]=1.O1CCOCC1.C([O-])([O-])=O.[Cs+].[Cs+].O, predict the reaction product. (5) Given the reactants [O:1]=[C:2]1[C:7]([C:8]([OH:10])=[O:9])=[CH:6][C:5]2[CH:11]=[CH:12][CH:13]=[CH:14][C:4]=2[O:3]1.[N:15]1[CH:20]=[CH:19][CH:18]=[CH:17][CH:16]=1, predict the reaction product. The product is: [O:1]=[C:2]1[C:7]([C:8]([O:10][C:16]2[C:17]3[C:18](=[CH:14][CH:4]=[CH:5][CH:6]=3)[CH:19]=[CH:20][N:15]=2)=[O:9])=[CH:6][C:5]2[CH:11]=[CH:12][CH:13]=[CH:14][C:4]=2[O:3]1. (6) The product is: [Br:1][C:2]1[CH:3]=[C:4]([CH:28]=[CH:29][C:30]=1[OH:31])[CH2:5][C@H:6]1[C@H:14]2[C@@H:10]([N:11]([CH2:16][C:17]3[CH:22]=[CH:21][CH:20]=[C:19]([CH:23]4[CH2:25][CH2:24]4)[CH:18]=3)[C:12](=[O:15])[O:13]2)[CH2:9][S:8](=[O:27])(=[O:26])[CH2:7]1. Given the reactants [Br:1][C:2]1[CH:3]=[C:4]([CH:28]=[CH:29][C:30]=1[O:31]C)[CH2:5][C@H:6]1[C@H:14]2[C@@H:10]([N:11]([CH2:16][C:17]3[CH:22]=[CH:21][CH:20]=[C:19]([CH:23]4[CH2:25][CH2:24]4)[CH:18]=3)[C:12](=[O:15])[O:13]2)[CH2:9][S:8](=[O:27])(=[O:26])[CH2:7]1.B(Br)(Br)Br, predict the reaction product.